From a dataset of Catalyst prediction with 721,799 reactions and 888 catalyst types from USPTO. Predict which catalyst facilitates the given reaction. Reactant: [CH:1]1([N:6]2[C:15]3[N:14]=[C:13]([C:16]4[CH:21]=[CH:20][N:19]=[C:18](F)[CH:17]=4)[N:12]=[CH:11][C:10]=3[N:9]([CH3:23])[C:8](=[O:24])[C@H:7]2[CH2:25][CH3:26])[CH2:5][CH2:4][CH2:3][CH2:2]1.C([O-])(O)=[O:28].[Na+]. Product: [CH:1]1([N:6]2[C:15]3[N:14]=[C:13]([C:16]4[CH:21]=[CH:20][N:19]=[C:18]([OH:28])[CH:17]=4)[N:12]=[CH:11][C:10]=3[N:9]([CH3:23])[C:8](=[O:24])[C@H:7]2[CH2:25][CH3:26])[CH2:5][CH2:4][CH2:3][CH2:2]1. The catalyst class is: 106.